From a dataset of Full USPTO retrosynthesis dataset with 1.9M reactions from patents (1976-2016). Predict the reactants needed to synthesize the given product. (1) Given the product [F:1][C:2]1[CH:7]=[CH:6][CH:5]=[CH:4][C:3]=1[C@:8]12[CH2:17][C@H:16]([OH:18])[CH2:15][CH2:14][C@H:13]1[CH2:12][S:11][C:10]([N:19]([CH2:33][C:32]1[CH:35]=[CH:36][C:29]([O:28][CH3:27])=[CH:30][CH:31]=1)[C:20](=[O:26])[O:21][C:22]([CH3:23])([CH3:25])[CH3:24])=[N:9]2, predict the reactants needed to synthesize it. The reactants are: [F:1][C:2]1[CH:7]=[CH:6][CH:5]=[CH:4][C:3]=1[C@:8]12[CH2:17][C@H:16]([OH:18])[CH2:15][CH2:14][C@H:13]1[CH2:12][S:11][C:10]([NH:19][C:20](=[O:26])[O:21][C:22]([CH3:25])([CH3:24])[CH3:23])=[N:9]2.[CH3:27][O:28][C:29]1[CH:36]=[CH:35][C:32]([CH2:33]Cl)=[CH:31][CH:30]=1.C(=O)([O-])[O-].[K+].[K+].C(OCC)(=O)C. (2) Given the product [Br:22][C:23]1[CH:28]=[CH:27][C:26]([S:29]([CH2:2][C:3]2[N:4]=[C:5]([CH:8]=[CH:9][C:10]3[CH:15]=[CH:14][C:13]([S:16]([F:21])([F:20])([F:19])([F:18])[F:17])=[CH:12][CH:11]=3)[O:6][CH:7]=2)(=[O:31])=[O:30])=[CH:25][CH:24]=1, predict the reactants needed to synthesize it. The reactants are: Cl[CH2:2][C:3]1[N:4]=[C:5]([CH:8]=[CH:9][C:10]2[CH:15]=[CH:14][C:13]([S:16]([F:21])([F:20])([F:19])([F:18])[F:17])=[CH:12][CH:11]=2)[O:6][CH:7]=1.[Br:22][C:23]1[CH:28]=[CH:27][C:26]([S:29]([O-:31])=[O:30])=[CH:25][CH:24]=1.[Na+]. (3) Given the product [Br:1][C:2]1[CH:3]=[C:4]([CH:8]=[CH:9][C:10]=1[C:11]([N:13]1[CH2:17][CH2:16][CH2:15][CH2:14]1)=[O:12])[C:5]([NH:60][C@H:57]([C:55]1[NH:54][C:53]2[CH:61]=[CH:62][C:50]([Cl:49])=[CH:51][C:52]=2[N:56]=1)[CH2:58][OH:59])=[O:7], predict the reactants needed to synthesize it. The reactants are: [Br:1][C:2]1[CH:3]=[C:4]([CH:8]=[CH:9][C:10]=1[C:11]([N:13]1[CH2:17][CH2:16][CH2:15][CH2:14]1)=[O:12])[C:5]([OH:7])=O.CN(C(ON1N=NC2C=CC=CC1=2)=[N+](C)C)C.[B-](F)(F)(F)F.C(N(C(C)C)CC)(C)C.[Cl:49][C:50]1[CH:62]=[CH:61][C:53]2[NH:54][C:55]([C@@H:57]([NH2:60])[CH2:58][OH:59])=[N:56][C:52]=2[CH:51]=1.BrBr.ClCl. (4) Given the product [NH2:1][C:2]1[N:7]=[C:6]([S:8][CH3:9])[N:5]=[C:4]([O:10][C:11]2[CH:20]=[CH:19][C:14]([C:15]([NH:22][NH2:23])=[O:16])=[CH:13][CH:12]=2)[CH:3]=1, predict the reactants needed to synthesize it. The reactants are: [NH2:1][C:2]1[N:7]=[C:6]([S:8][CH3:9])[N:5]=[C:4]([O:10][C:11]2[CH:20]=[CH:19][C:14]([C:15](OC)=[O:16])=[CH:13][CH:12]=2)[CH:3]=1.O.[NH2:22][NH2:23]. (5) Given the product [C:19]([O:18][C:17](=[O:23])[NH:16][C:13]1[CH:14]=[CH:15][C:10]([C:8]2[N:7]=[CH:6][C:5]3[N:4]([N:3]=[C:2]([NH:1][C:26]4[CH:33]=[CH:32][CH:31]=[CH:30][C:27]=4[C:28]#[N:29])[N:24]=3)[CH:9]=2)=[CH:11][CH:12]=1)([CH3:20])([CH3:21])[CH3:22], predict the reactants needed to synthesize it. The reactants are: [NH2:1][C:2]1[N:24]=[C:5]2[CH:6]=[N:7][C:8]([C:10]3[CH:15]=[CH:14][C:13]([NH:16][C:17](=[O:23])[O:18][C:19]([CH3:22])([CH3:21])[CH3:20])=[CH:12][CH:11]=3)=[CH:9][N:4]2[N:3]=1.Br[C:26]1[CH:33]=[CH:32][CH:31]=[CH:30][C:27]=1[C:28]#[N:29].C1C=CC(P(C2C(C3C(P(C4C=CC=CC=4)C4C=CC=CC=4)=CC=C4C=3C=CC=C4)=C3C(C=CC=C3)=CC=2)C2C=CC=CC=2)=CC=1.C(=O)([O-])[O-].[Cs+].[Cs+]. (6) Given the product [CH2:10]([O:17][N:18]1[C:24](=[O:25])[N:23]2[CH2:26][C@H:19]1[CH2:20][CH2:21][C@H:22]2[C:27]([NH:31][NH:30][C:32]([N:34]1[CH2:35][CH2:36][N:37]([C:40]([O:42][C:43]([CH3:46])([CH3:45])[CH3:44])=[O:41])[CH2:38][CH2:39]1)=[O:33])=[O:29])[C:11]1[CH:12]=[CH:13][CH:14]=[CH:15][CH:16]=1, predict the reactants needed to synthesize it. The reactants are: CCN(C(C)C)C(C)C.[CH2:10]([O:17][N:18]1[C:24](=[O:25])[N:23]2[CH2:26][C@H:19]1[CH2:20][CH2:21][C@H:22]2[C:27]([OH:29])=O)[C:11]1[CH:16]=[CH:15][CH:14]=[CH:13][CH:12]=1.[NH:30]([C:32]([N:34]1[CH2:39][CH2:38][N:37]([C:40]([O:42][C:43]([CH3:46])([CH3:45])[CH3:44])=[O:41])[CH2:36][CH2:35]1)=[O:33])[NH2:31].CN(C(ON1N=NC2C=CC=NC1=2)=[N+](C)C)C.F[P-](F)(F)(F)(F)F. (7) Given the product [Cl:5][C:6]1[CH:7]=[C:8]([C:13]2([C:25]([F:28])([F:26])[F:27])[CH2:21][C:20]3[C:15](=[CH:16][CH:17]=[C:18]([OH:22])[CH:19]=3)[C:14]2=[O:24])[CH:9]=[C:10]([Cl:12])[CH:11]=1, predict the reactants needed to synthesize it. The reactants are: B(Br)(Br)Br.[Cl:5][C:6]1[CH:7]=[C:8]([C:13]2([C:25]([F:28])([F:27])[F:26])[CH2:21][C:20]3[C:15](=[CH:16][CH:17]=[C:18]([O:22]C)[CH:19]=3)[C:14]2=[O:24])[CH:9]=[C:10]([Cl:12])[CH:11]=1.CO. (8) Given the product [CH2:32]([NH:34][C:35]([N:29]1[CH2:30][CH2:31][CH:26]([NH:25][C:11]2[N:10]=[C:9]([NH2:8])[C:14]([C:15](=[O:16])[C:17]3[CH:22]=[CH:21][CH:20]=[CH:19][C:18]=3[O:23][CH3:24])=[CH:13][N:12]=2)[CH2:27][CH2:28]1)=[O:36])[CH3:33], predict the reactants needed to synthesize it. The reactants are: FC(F)(F)C(O)=O.[NH2:8][C:9]1[C:14]([C:15]([C:17]2[CH:22]=[CH:21][CH:20]=[CH:19][C:18]=2[O:23][CH3:24])=[O:16])=[CH:13][N:12]=[C:11]([NH:25][CH:26]2[CH2:31][CH2:30][NH:29][CH2:28][CH2:27]2)[N:10]=1.[CH2:32]([N:34]=[C:35]=[O:36])[CH3:33]. (9) The reactants are: [CH2:1]([O:3][C:4](=[O:28])[CH2:5][N:6]([S:15]([N:18]1[C:27]2[C:22](=[CH:23][CH:24]=[CH:25][CH:26]=2)[CH2:21][CH2:20][CH2:19]1)(=[O:17])=[O:16])[CH2:7][C:8]1[CH:13]=[CH:12][C:11]([OH:14])=[CH:10][CH:9]=1)[CH3:2].C[C:30]1[O:34][C:33]([C:35]2[S:36][CH:37]=[CH:38][CH:39]=2)=[N:32][C:31]=1[CH2:40][CH2:41]O.C1(P(C2C=CC=CC=2)C2C=CC=CC=2)C=CC=CC=1.N(C(OC(C)C)=O)=N[C:64](OC(C)C)=[O:65]. Given the product [CH2:1]([O:3][C:4](=[O:28])[CH2:5][N:6]([S:15]([N:18]1[C:27]2[C:22](=[CH:23][CH:24]=[CH:25][CH:26]=2)[CH2:21][CH2:20][CH2:19]1)(=[O:17])=[O:16])[CH2:7][C:8]1[CH:9]=[CH:10][C:11]([O:14][CH2:41][CH2:40][C:31]2[N:32]=[C:33]([C:35]3[S:36][CH:37]=[CH:38][CH:39]=3)[O:34][C:30]=2[O:65][CH3:64])=[CH:12][CH:13]=1)[CH3:2], predict the reactants needed to synthesize it. (10) Given the product [CH3:1][C:2]1[CH:7]=[C:6]([C:8]2[C:16]3[C:11](=[CH:12][CH:13]=[C:14]([C:17]([OH:19])=[O:18])[CH:15]=3)[N:10]([C:22]([C:23]3[CH:28]=[CH:27][CH:26]=[CH:25][CH:24]=3)([C:35]3[CH:36]=[CH:37][CH:38]=[CH:39][CH:40]=3)[C:29]3[CH:34]=[CH:33][CH:32]=[CH:31][CH:30]=3)[N:9]=2)[CH:5]=[CH:4][N:3]=1, predict the reactants needed to synthesize it. The reactants are: [CH3:1][C:2]1[CH:7]=[C:6]([C:8]2[C:16]3[C:11](=[CH:12][CH:13]=[C:14]([C:17]([O:19]CC)=[O:18])[CH:15]=3)[N:10]([C:22]([C:35]3[CH:40]=[CH:39][CH:38]=[CH:37][CH:36]=3)([C:29]3[CH:34]=[CH:33][CH:32]=[CH:31][CH:30]=3)[C:23]3[CH:28]=[CH:27][CH:26]=[CH:25][CH:24]=3)[N:9]=2)[CH:5]=[CH:4][N:3]=1.CO.[OH-].[Na+].Cl.